This data is from Full USPTO retrosynthesis dataset with 1.9M reactions from patents (1976-2016). The task is: Predict the reactants needed to synthesize the given product. (1) Given the product [O:1]([CH2:8][CH2:9][N:10]1[C@@H:19]([C:20]([NH:22][C@H:23]([C:25]2[CH:26]=[CH:27][C:28]([C:29]([OH:31])=[O:30])=[CH:33][CH:34]=2)[CH3:24])=[O:21])[CH2:18][C:17]2[C:12](=[CH:13][CH:14]=[CH:15][CH:16]=2)[CH2:11]1)[C:2]1[CH:7]=[CH:6][CH:5]=[CH:4][CH:3]=1, predict the reactants needed to synthesize it. The reactants are: [O:1]([CH2:8][CH2:9][N:10]1[C@@H:19]([C:20]([NH:22][C@H:23]([C:25]2[CH:34]=[CH:33][C:28]([C:29]([O:31]C)=[O:30])=[CH:27][CH:26]=2)[CH3:24])=[O:21])[CH2:18][C:17]2[C:12](=[CH:13][CH:14]=[CH:15][CH:16]=2)[CH2:11]1)[C:2]1[CH:7]=[CH:6][CH:5]=[CH:4][CH:3]=1.[OH-].[Na+]. (2) The reactants are: [C:1]([O:5][C:6]([N:8]1[CH2:13][CH2:12][C@H:11]([C:14]2[N:15]([CH2:27][CH2:28]O)[CH:16]=[C:17]([C:19]3[CH:24]=[CH:23][C:22]([F:25])=[C:21]([CH3:26])[CH:20]=3)[N:18]=2)[C@H:10]([F:30])[CH2:9]1)=[O:7])([CH3:4])([CH3:3])[CH3:2].C([N:33]([CH:37]([CH3:39])C)[CH:34](C)C)C.CS(Cl)(=O)=O.C(OC(N1CC[C@H](C2N(CCOS(C)(=O)=O)C=C(C3C=CC(F)=C(C)C=3)N=2)[C@H](F)C1)=O)(C)(C)C.N1CCC1. Given the product [C:1]([O:5][C:6]([N:8]1[CH2:13][CH2:12][C@H:11]([C:14]2[N:15]([CH2:27][CH2:28][N:33]3[CH2:34][CH2:39][CH2:37]3)[CH:16]=[C:17]([C:19]3[CH:24]=[CH:23][C:22]([F:25])=[C:21]([CH3:26])[CH:20]=3)[N:18]=2)[C@H:10]([F:30])[CH2:9]1)=[O:7])([CH3:3])([CH3:2])[CH3:4], predict the reactants needed to synthesize it. (3) Given the product [CH2:1]([NH:3][C:4](=[O:22])[C:5]1[CH:10]=[CH:9][C:8]([CH3:11])=[C:7]([C:12]2[CH:20]=[C:19]3[C:15]([C:16]([C:27]4[CH:28]=[N:29][C:24]([F:23])=[CH:25][CH:26]=4)=[N:17][NH:18]3)=[CH:14][CH:13]=2)[CH:6]=1)[CH3:2], predict the reactants needed to synthesize it. The reactants are: [CH2:1]([NH:3][C:4](=[O:22])[C:5]1[CH:10]=[CH:9][C:8]([CH3:11])=[C:7]([C:12]2[CH:20]=[C:19]3[C:15]([C:16](I)=[N:17][NH:18]3)=[CH:14][CH:13]=2)[CH:6]=1)[CH3:2].[F:23][C:24]1[N:29]=[CH:28][C:27](B(O)O)=[CH:26][CH:25]=1.C(=O)([O-])O.[Na+].